Dataset: Full USPTO retrosynthesis dataset with 1.9M reactions from patents (1976-2016). Task: Predict the reactants needed to synthesize the given product. (1) Given the product [C:54]([NH:53][C:52]([C@@H:51]1[CH2:50][C@H:49]2[C@H:44]([CH2:45][CH2:46][CH2:47][CH2:48]2)[CH2:43][N:42]1[CH2:41][C@@H:40]([OH:59])[C@@H:32]([NH:31][C:30]([C@:14]12[CH2:26][CH2:25][C@@H:24]([C:27]([CH3:29])=[CH2:28])[C@@H:15]1[C@@H:16]1[C@@:11]([CH3:61])([CH2:12][CH2:13]2)[C@@:10]2([CH3:62])[C@@H:19]([C@:20]3([CH3:23])[C@@H:7]([CH2:8][CH2:9]2)[C:6]([CH3:63])([CH3:64])[C@@H:5]([OH:4])[CH2:22][CH2:21]3)[CH2:18][CH2:17]1)=[O:60])[CH2:33][C:34]1[CH:35]=[CH:36][CH:37]=[CH:38][CH:39]=1)=[O:58])([CH3:55])([CH3:56])[CH3:57], predict the reactants needed to synthesize it. The reactants are: C([O:4][C@H:5]1[CH2:22][CH2:21][C@@:20]2([CH3:23])[C@@H:7]([CH2:8][CH2:9][C@:10]3([CH3:62])[C@@H:19]2[CH2:18][CH2:17][C@H:16]2[C@@:11]3([CH3:61])[CH2:12][CH2:13][C@@:14]3([C:30](=[O:60])[NH:31][C@H:32]([C@H:40]([OH:59])[CH2:41][N:42]4[C@H:51]([C:52](=[O:58])[NH:53][C:54]([CH3:57])([CH3:56])[CH3:55])[CH2:50][C@H:49]5[C@H:44]([CH2:45][CH2:46][CH2:47][CH2:48]5)[CH2:43]4)[CH2:33][C:34]4[CH:39]=[CH:38][CH:37]=[CH:36][CH:35]=4)[CH2:26][CH2:25][C@@H:24]([C:27]([CH3:29])=[CH2:28])[C@@H:15]32)[C:6]1([CH3:64])[CH3:63])(=O)C.C1COCC1.[OH-].[Na+]. (2) Given the product [CH3:18][O:19][C:20]1[CH:21]=[CH:22][C:23]([CH2:24][N:25]2[C:29]3=[N:30][CH:31]=[CH:32][C:33]([O:34][C:35]4[CH:40]=[CH:39][C:38]([NH:41][C:14]([C:10]5[C:9](=[O:17])[N:8]([C:5]6[CH:4]=[CH:3][C:2]([F:1])=[CH:7][CH:6]=6)[CH:13]=[CH:12][N:11]=5)=[O:16])=[CH:37][C:36]=4[F:42])=[C:28]3[C:27]([NH:43][C@H:44]3[CH2:49][CH2:48][N:47]([C:50]([O:52][C:53]([CH3:56])([CH3:54])[CH3:55])=[O:51])[CH2:46][C@@H:45]3[F:57])=[N:26]2)=[CH:58][CH:59]=1, predict the reactants needed to synthesize it. The reactants are: [F:1][C:2]1[CH:7]=[CH:6][C:5]([N:8]2[CH:13]=[CH:12][N:11]=[C:10]([C:14]([OH:16])=O)[C:9]2=[O:17])=[CH:4][CH:3]=1.[CH3:18][O:19][C:20]1[CH:59]=[CH:58][C:23]([CH2:24][N:25]2[C:29]3=[N:30][CH:31]=[CH:32][C:33]([O:34][C:35]4[CH:40]=[CH:39][C:38]([NH2:41])=[CH:37][C:36]=4[F:42])=[C:28]3[C:27]([NH:43][C@H:44]3[CH2:49][CH2:48][N:47]([C:50]([O:52][C:53]([CH3:56])([CH3:55])[CH3:54])=[O:51])[CH2:46][C@@H:45]3[F:57])=[N:26]2)=[CH:22][CH:21]=1. (3) The reactants are: [OH:1][CH2:2][C:3]1[C:4]([OH:11])=[C:5](O)[C:6]([CH3:9])=[N:7][CH:8]=1.Br[CH2:13][C:14]1[CH:19]=[CH:18][CH:17]=[C:16]([C:20]#[N:21])[CH:15]=1.[C:22](=[O:25])([O-])[O-].[Cs+].[Cs+]. Given the product [C:20]([C:16]1[CH:15]=[C:14]([CH:19]=[CH:18][CH:17]=1)[CH2:13][O:11][C:4]1[C:3]([CH2:2][OH:1])=[CH:8][N:7]=[C:6]([CH3:9])[C:5]=1[O:25][CH2:22][C:14]1[CH:15]=[C:16]([CH:17]=[CH:18][CH:19]=1)[C:20]#[N:21])#[N:21], predict the reactants needed to synthesize it. (4) Given the product [CH3:20][O:21][C:22]1[CH:27]=[CH:26][C:25]([C:28]([F:31])([F:30])[F:29])=[CH:24][C:23]=1[NH:32][C:33](=[O:34])[NH:1][C:2]1[CH:3]=[CH:4][C:5]([C:8]2[C:16]3[C:11](=[N:12][CH:13]=[CH:14][CH:15]=3)[NH:10][C:9]=2[C:17]([NH2:19])=[O:18])=[CH:6][CH:7]=1, predict the reactants needed to synthesize it. The reactants are: [NH2:1][C:2]1[CH:7]=[CH:6][C:5]([C:8]2[C:16]3[C:11](=[N:12][CH:13]=[CH:14][CH:15]=3)[NH:10][C:9]=2[C:17]([NH2:19])=[O:18])=[CH:4][CH:3]=1.[CH3:20][O:21][C:22]1[CH:27]=[CH:26][C:25]([C:28]([F:31])([F:30])[F:29])=[CH:24][C:23]=1[N:32]=[C:33]=[O:34]. (5) Given the product [CH:10]1([C:16]2[NH:20][C:19](=[O:21])[C:18]3([CH2:22][CH2:23][N:24]([S:4]([CH:3]=[CH2:2])(=[O:6])=[O:5])[CH2:25][CH2:26]3)[N:17]=2)[CH2:11][CH2:12][CH2:13][CH2:14][CH2:15]1, predict the reactants needed to synthesize it. The reactants are: Cl[CH2:2][CH2:3][S:4](Cl)(=[O:6])=[O:5].Cl.Cl.[CH:10]1([C:16]2[NH:20][C:19](=[O:21])[C:18]3([CH2:26][CH2:25][NH:24][CH2:23][CH2:22]3)[N:17]=2)[CH2:15][CH2:14][CH2:13][CH2:12][CH2:11]1.C(N(CC)CC)C.N#N. (6) Given the product [C:46]([C:42]1[CH:41]=[C:40]([C:2]2[C:3]([C@@H:8]([NH:18][C:19](=[O:31])[CH2:20][C:21]3[C:29]4[C:24](=[CH:25][CH:26]=[C:27]([OH:30])[CH:28]=4)[NH:23][CH:22]=3)[CH2:9][C:10]3[CH:11]=[C:12]([F:17])[CH:13]=[C:14]([F:16])[CH:15]=3)=[N:4][CH:5]=[CH:6][CH:7]=2)[CH:45]=[CH:44][N:43]=1)#[N:47], predict the reactants needed to synthesize it. The reactants are: Br[C:2]1[C:3]([C@@H:8]([NH:18][C:19](=[O:31])[CH2:20][C:21]2[C:29]3[C:24](=[CH:25][CH:26]=[C:27]([OH:30])[CH:28]=3)[NH:23][CH:22]=2)[CH2:9][C:10]2[CH:15]=[C:14]([F:16])[CH:13]=[C:12]([F:17])[CH:11]=2)=[N:4][CH:5]=[CH:6][CH:7]=1.CC1(C)C(C)(C)OB([C:40]2[CH:45]=[CH:44][N:43]=[C:42]([C:46]#[N:47])[CH:41]=2)O1.C(=O)([O-])[O-].[K+].[K+].C1(P(C2CCCCC2)C2CCCCC2)CCCCC1.